The task is: Binary Classification. Given a miRNA mature sequence and a target amino acid sequence, predict their likelihood of interaction.. This data is from Experimentally validated miRNA-target interactions with 360,000+ pairs, plus equal number of negative samples. (1) The miRNA is hsa-miR-548a-3p with sequence CAAAACUGGCAAUUACUUUUGC. The protein sequence of the target gene is MTLRRRGEKATISIQEHMAIDVCPGPIRPIKQISDYFPRFPRGLPPTAAPRAPAPPDAPARSPAASASPRSPSDGARDDDEDVDQLFGAYGASPGPSPGPSPARPPAKPPEDEPDVDGYESDDCTALGTLDFSLLYDQENNALHCTISKAKGLKPMDHNGLADPYVKLHLLPGASKANKLRTKTLRNTLNPSWNETLTYYGITDEDMVRKTLRISVCDEDKFRHNEFIGETRVPLKKLKPNHTKTFSICLEKQLPVDKAEDKSLEERGRILISLKYSSQKQGLLVGIVRCAHLAAMDANG.... Result: 0 (no interaction). (2) The miRNA is mmu-miR-221-3p with sequence AGCUACAUUGUCUGCUGGGUUUC. The protein sequence of the target gene is MAQTVPPCELPCKEYDVARNTGAYTSSGLATASFRTSKYLLEEWFQNCYARYHQAFADRDQSERQRHESQQLATETQALAQRTQQDSTRTVGERLQDTHSWKSELQREMEALAAETNLLLAQKQRLERALDATEVPFSITTDNLQCRERREHPNLVRDHVETELLKEAELIRNIQELLKRTIMQAVSQIRLNREHKETCEMDWSDKMEAYNIDETCGRHHSQSTEVQAHPYSTTFQESASTPETRAKFTQDNLCRAQRERLASANLRVLVDCILRDTSEDLRLQCDAVNLAFGRRCEELE.... Result: 0 (no interaction). (3) The miRNA is hsa-miR-186-3p with sequence GCCCAAAGGUGAAUUUUUUGGG. The protein sequence of the target gene is MESENMDSENMKTENMESQNVDFESVSSVTALEALSKLLNPEEEDDSDYGQTNGLSTIGAMGPGNIGPPQIEELKVIPETSEENNEDIWNSEEIPEGAEYDDMWDVREIPEYEIIFRQQVGTEDIFLGLSKKDSSTGCCSELVAKIKLPNTNPSDIQIDIQETILDLRTPQKKLLITLPELVECTSAKAFYIPETETLEITMTMKRELDIANFF. Result: 0 (no interaction). (4) The miRNA is hsa-miR-4431 with sequence GCGACUCUGAAAACUAGAAGGU. The protein sequence of the target gene is MSNFYEERTTMIAARDLQEFVPFGRDHCKHHPNALNLQLRQLQPASELWSSDGAAGLVGSLQEVTIHEKQKESWQLRKGVSEIGEDVDYDEELYVAGNMVIWSKGSKSQALAVYKAFTVDSPVQQALWCDFIISQDKSEKAYSSNEVEKCICILQSSCINMHSIEGKDYIASLPFQVANVWPTKYGLLFERSASSHEVPPGSPREPLPTMFSMLHPLDEITPLVCKSGSLFGSSRVQYVVDHAMKIVFLNTDPSIVMTYDAVQNVHSVWTLRRVKSEEENVVLKFSEQGGTPQNVATSSS.... Result: 0 (no interaction). (5) The miRNA is cel-miR-269 with sequence GGCAAGACUCUGGCAAAACU. The protein sequence of the target gene is MTNGGRNGEENKNLMNGEAKAEPETFAQFLYNKDKGTVLGRTGTSWCQITVFYIIFYIFLSAFFIGCLSIFLRTLDPKVPRFYGKGTIIGVNPGVGYQPWLKENPDSTLIKFNLQDSKSWEPYVKQLDNYLSKYKNTNETRDCGASDNNDALETDTDTFPCRFDLGLFEKANCGAKDQYGYKSGKPCVAVSLNRLIGWRPVNYDDGSVPEEIKGRYKPGSITINCEGATSFDKEHLGKVKYIPETGIDGRYYPYVFVPSYQQPIAMVKFDTIPRNKLVIVECRAYASNIEHDISTRLGMV.... Result: 1 (interaction).